This data is from Catalyst prediction with 721,799 reactions and 888 catalyst types from USPTO. The task is: Predict which catalyst facilitates the given reaction. (1) Reactant: [I:1][C:2]1[CH:9]=[C:6]([CH:7]=[O:8])[C:5]([OH:10])=[CH:4][CH:3]=1.[O:11]1[CH2:16][CH2:15][CH:14](OS(C)(=O)=O)[CH2:13][CH2:12]1.C([O-])([O-])=O.[K+].[K+]. Product: [I:1][C:2]1[CH:3]=[CH:4][C:5]([O:10][CH:14]2[CH2:15][CH2:16][O:11][CH2:12][CH2:13]2)=[C:6]([CH:9]=1)[CH:7]=[O:8]. The catalyst class is: 9. (2) Reactant: [F:1][C:2]1[CH:20]=[C:19]([N+:21]([O-:23])=[O:22])[CH:18]=[CH:17][C:3]=1[O:4][C:5]1[CH:10]=[CH:9][N:8]=[C:7]2[CH:11]=[C:12]([S:14]([CH3:16])=[O:15])[S:13][C:6]=12.C1C=C(Cl)C=C(C(OO)=[O:32])C=1.O. Product: [F:1][C:2]1[CH:20]=[C:19]([N+:21]([O-:23])=[O:22])[CH:18]=[CH:17][C:3]=1[O:4][C:5]1[CH:10]=[CH:9][N:8]=[C:7]2[CH:11]=[C:12]([S:14]([CH3:16])(=[O:32])=[O:15])[S:13][C:6]=12. The catalyst class is: 2.